This data is from Reaction yield outcomes from USPTO patents with 853,638 reactions. The task is: Predict the reaction yield, written as a fraction of the theoretical maximum amount of product (1.0 means a 100% yield; for example, 0.34 means a 34% yield). The reactants are [CH2:1]([S:3]([C:6]1[CH:7]=[C:8]([C:12]2[CH:20]=[C:19]([C:21]#[N:22])[CH:18]=[C:17]3[C:13]=2[C:14]2[CH:26]=[C:25]([CH3:27])[CH:24]=[N:23][C:15]=2[NH:16]3)[CH:9]=[CH:10][CH:11]=1)(=[O:5])=[O:4])[CH3:2].[OH-:28].[K+].Cl. The catalyst is O1CCOCC1.OO. The product is [CH2:1]([S:3]([C:6]1[CH:7]=[C:8]([C:12]2[CH:20]=[C:19]([C:21]([NH2:22])=[O:28])[CH:18]=[C:17]3[C:13]=2[C:14]2[CH:26]=[C:25]([CH3:27])[CH:24]=[N:23][C:15]=2[NH:16]3)[CH:9]=[CH:10][CH:11]=1)(=[O:5])=[O:4])[CH3:2]. The yield is 0.470.